From a dataset of Catalyst prediction with 721,799 reactions and 888 catalyst types from USPTO. Predict which catalyst facilitates the given reaction. (1) Reactant: [F:1][C:2]([F:45])([F:44])[C@@H:3]([NH:10][C@@H:11]([CH2:40][CH:41]([CH3:43])[CH3:42])[C:12]([NH:14][C@H:15]([CH2:26][NH:27][C:28]1[CH:33]=[CH:32][C:31]([N:34]2[CH2:39][CH2:38][O:37][CH2:36][CH2:35]2)=[CH:30][CH:29]=1)[CH2:16][CH2:17][CH2:18][C:19]([O:21]C(C)(C)C)=[O:20])=[O:13])[C:4]1[CH:9]=[CH:8][CH:7]=[CH:6][CH:5]=1.Cl. Product: [F:44][C:2]([F:1])([F:45])[C@@H:3]([NH:10][C@@H:11]([CH2:40][CH:41]([CH3:42])[CH3:43])[C:12]([NH:14][C@H:15]([CH2:26][NH:27][C:28]1[CH:29]=[CH:30][C:31]([N:34]2[CH2:39][CH2:38][O:37][CH2:36][CH2:35]2)=[CH:32][CH:33]=1)[CH2:16][CH2:17][CH2:18][C:19]([OH:21])=[O:20])=[O:13])[C:4]1[CH:5]=[CH:6][CH:7]=[CH:8][CH:9]=1. The catalyst class is: 4. (2) Reactant: C([O:3][C:4](=[O:31])[C:5]([CH3:30])([O:7][C:8]1[CH:13]=[CH:12][C:11]([O:14][CH2:15][CH2:16][C:17]2[N:18]=[C:19]([C:23]3[CH:28]=[CH:27][CH:26]=[CH:25][CH:24]=3)[O:20][C:21]=2[CH3:22])=[CH:10][C:9]=1[CH3:29])[CH3:6])C.[OH-].[Na+]. Product: [CH3:30][C:5]([O:7][C:8]1[CH:13]=[CH:12][C:11]([O:14][CH2:15][CH2:16][C:17]2[N:18]=[C:19]([C:23]3[CH:24]=[CH:25][CH:26]=[CH:27][CH:28]=3)[O:20][C:21]=2[CH3:22])=[CH:10][C:9]=1[CH3:29])([CH3:6])[C:4]([OH:31])=[O:3]. The catalyst class is: 36. (3) Reactant: [Cl:1][C:2]1[CH:7]=[CH:6][C:5]([CH:8]=[CH:9][N+:10]([O-])=O)=[C:4]([CH3:13])[CH:3]=1.[H-].[Al+3].[Li+].[H-].[H-].[H-]. The catalyst class is: 7. Product: [Cl:1][C:2]1[CH:7]=[CH:6][C:5]([CH2:8][CH2:9][NH2:10])=[C:4]([CH3:13])[CH:3]=1.